From a dataset of Forward reaction prediction with 1.9M reactions from USPTO patents (1976-2016). Predict the product of the given reaction. (1) The product is: [CH:14]1([C:11]2[NH:12][N:13]=[C:9]([NH:8][C:6]3[CH:5]=[CH:4][N:3]=[C:2]([NH:34][CH2:33][C:19]4[C:18]([F:17])=[CH:32][C:22]5[N:23]([CH:26]6[CH2:31][CH2:30][CH2:29][CH2:28][O:27]6)[CH:24]=[N:25][C:21]=5[CH:20]=4)[N:7]=3)[CH:10]=2)[CH2:16][CH2:15]1. Given the reactants Cl[C:2]1[N:7]=[C:6]([NH:8][C:9]2[NH:13][N:12]=[C:11]([CH:14]3[CH2:16][CH2:15]3)[CH:10]=2)[CH:5]=[CH:4][N:3]=1.[F:17][C:18]1[C:19]([CH2:33][NH2:34])=[CH:20][C:21]2[N:25]=[CH:24][N:23]([CH:26]3[CH2:31][CH2:30][CH2:29][CH2:28][O:27]3)[C:22]=2[CH:32]=1.CCN(C(C)C)C(C)C, predict the reaction product. (2) Given the reactants [CH3:1][C:2]1[CH:7]=[C:6]([N+:8]([O-])=O)[CH:5]=[C:4]([CH3:11])[C:3]=1[C:12]1[CH:17]=[CH:16][C:15]([C:18]([F:21])([F:20])[F:19])=[CH:14][CH:13]=1.[H][H], predict the reaction product. The product is: [CH3:1][C:2]1[CH:7]=[C:6]([NH2:8])[CH:5]=[C:4]([CH3:11])[C:3]=1[C:12]1[CH:17]=[CH:16][C:15]([C:18]([F:19])([F:21])[F:20])=[CH:14][CH:13]=1. (3) Given the reactants [C:1](N1C=CN=C1)(N1C=CN=C1)=[O:2].[CH3:13][N:14]([CH3:25])[CH2:15][CH2:16][O:17][C:18]1[CH:23]=[CH:22][C:21]([NH2:24])=[CH:20][CH:19]=1.[CH2:26]([O:33][C:34]1[CH:39]=[CH:38][C:37]([NH:40][CH2:41][CH:42]([O:45][CH3:46])[O:43][CH3:44])=[CH:36][CH:35]=1)[C:27]1[CH:32]=[CH:31][CH:30]=[CH:29][CH:28]=1, predict the reaction product. The product is: [CH2:26]([O:33][C:34]1[CH:39]=[CH:38][C:37]([N:40]([CH2:41][CH:42]([O:45][CH3:46])[O:43][CH3:44])[C:1]([NH:24][C:21]2[CH:22]=[CH:23][C:18]([O:17][CH2:16][CH2:15][N:14]([CH3:25])[CH3:13])=[CH:19][CH:20]=2)=[O:2])=[CH:36][CH:35]=1)[C:27]1[CH:28]=[CH:29][CH:30]=[CH:31][CH:32]=1. (4) Given the reactants [CH:1]1([CH2:7][NH:8][C:9]2[CH:14]=[CH:13][C:12]([O:15][C:16]3[CH:21]=[CH:20][CH:19]=[CH:18][CH:17]=3)=[CH:11][C:10]=2[N+:22]([O-])=O)[CH2:6][CH2:5][CH2:4][CH2:3][CH2:2]1.[H][H], predict the reaction product. The product is: [CH:1]1([CH2:7][NH:8][C:9]2[C:10]([NH2:22])=[CH:11][C:12]([O:15][C:16]3[CH:17]=[CH:18][CH:19]=[CH:20][CH:21]=3)=[CH:13][CH:14]=2)[CH2:2][CH2:3][CH2:4][CH2:5][CH2:6]1.